Dataset: Peptide-MHC class II binding affinity with 134,281 pairs from IEDB. Task: Regression. Given a peptide amino acid sequence and an MHC pseudo amino acid sequence, predict their binding affinity value. This is MHC class II binding data. (1) The peptide sequence is GDGKISLSELTDALR. The MHC is HLA-DPA10103-DPB10301 with pseudo-sequence HLA-DPA10103-DPB10301. The binding affinity (normalized) is 0.0949. (2) The peptide sequence is ANWVMANMAPENVADASL. The MHC is DRB1_0101 with pseudo-sequence DRB1_0101. The binding affinity (normalized) is 0.312. (3) The peptide sequence is AEFQMTFHLFIAAFVGAAAT. The MHC is H-2-IAk with pseudo-sequence H-2-IAk. The binding affinity (normalized) is 0. (4) The peptide sequence is VIIMDEAHFLDPASI. The MHC is DRB1_1301 with pseudo-sequence DRB1_1301. The binding affinity (normalized) is 0.392.